Dataset: Catalyst prediction with 721,799 reactions and 888 catalyst types from USPTO. Task: Predict which catalyst facilitates the given reaction. Reactant: [F:1][C:2]1[CH:7]=[C:6]([F:8])[CH:5]=[CH:4][C:3]=1[C@:9]([OH:30])([C@H:16]([C:18]1[CH:23]=[CH:22][C:21]([C:24]2[N:28]([CH3:29])[N:27]=[CH:26][CH:25]=2)=[CH:20][CH:19]=1)[CH3:17])[CH2:10][N:11]1[CH:15]=[N:14][CH:13]=[N:12]1.C(N(C(C)C)[P:35]([O:44][CH2:45][C:46]1[CH:51]=[CH:50][CH:49]=[CH:48][CH:47]=1)[O:36][CH2:37][C:38]1[CH:43]=[CH:42][CH:41]=[CH:40][CH:39]=1)(C)C.N1C=NN=N1.ClC1C=CC=C(C(OO)=[O:68])C=1. Product: [P:35]([O:30][C@@:9]([C:3]1[CH:4]=[CH:5][C:6]([F:8])=[CH:7][C:2]=1[F:1])([C@H:16]([C:18]1[CH:23]=[CH:22][C:21]([C:24]2[N:28]([CH3:29])[N:27]=[CH:26][CH:25]=2)=[CH:20][CH:19]=1)[CH3:17])[CH2:10][N:11]1[CH:15]=[N:14][CH:13]=[N:12]1)([O:36][CH2:37][C:38]1[CH:39]=[CH:40][CH:41]=[CH:42][CH:43]=1)([O:44][CH2:45][C:46]1[CH:47]=[CH:48][CH:49]=[CH:50][CH:51]=1)=[O:68]. The catalyst class is: 119.